Dataset: Merck oncology drug combination screen with 23,052 pairs across 39 cell lines. Task: Regression. Given two drug SMILES strings and cell line genomic features, predict the synergy score measuring deviation from expected non-interaction effect. Drug 1: CN(Cc1cnc2nc(N)nc(N)c2n1)c1ccc(C(=O)NC(CCC(=O)O)C(=O)O)cc1. Drug 2: CS(=O)(=O)CCNCc1ccc(-c2ccc3ncnc(Nc4ccc(OCc5cccc(F)c5)c(Cl)c4)c3c2)o1. Cell line: NCIH2122. Synergy scores: synergy=-1.41.